This data is from Forward reaction prediction with 1.9M reactions from USPTO patents (1976-2016). The task is: Predict the product of the given reaction. (1) The product is: [C:6]([O:10][C:11]([NH:13][C@@:14]1([C:28]([O:30][C:31]([CH3:34])([CH3:33])[CH3:32])=[O:29])[CH2:19][C@H:18]([O:20][S:2]([CH3:1])(=[O:4])=[O:3])[C@@H:17]2[C@H:15]1[C@H:16]2[C:21]([O:23][C:24]([CH3:25])([CH3:27])[CH3:26])=[O:22])=[O:12])([CH3:9])([CH3:7])[CH3:8]. Given the reactants [CH3:1][S:2](Cl)(=[O:4])=[O:3].[C:6]([O:10][C:11]([NH:13][C@@:14]1([C:28]([O:30][C:31]([CH3:34])([CH3:33])[CH3:32])=[O:29])[CH2:19][C@H:18]([OH:20])[C@@H:17]2[C@H:15]1[C@H:16]2[C:21]([O:23][C:24]([CH3:27])([CH3:26])[CH3:25])=[O:22])=[O:12])([CH3:9])([CH3:8])[CH3:7].C(N(CC)CC)C, predict the reaction product. (2) Given the reactants C[O:2][C:3](=O)[CH2:4][C:5](=O)[CH3:6].Br[CH2:10][C:11]([C:13]1[CH:18]=[C:17]([O:19][CH3:20])[CH:16]=[CH:15][C:14]=1[O:21][CH3:22])=O.[F:23][C:24]1[CH:25]=[C:26]([CH:30]=[CH:31][CH:32]=1)[CH2:27][CH2:28][NH2:29].[CH:33]1([NH2:39])[CH2:38][CH2:37][CH2:36][CH2:35][CH2:34]1, predict the reaction product. The product is: [CH:33]1([NH:39][C:3]([C:4]2[CH:10]=[C:11]([C:13]3[CH:18]=[C:17]([O:19][CH3:20])[CH:16]=[CH:15][C:14]=3[O:21][CH3:22])[N:29]([CH2:28][CH2:27][C:26]3[CH:30]=[CH:31][CH:32]=[C:24]([F:23])[CH:25]=3)[C:5]=2[CH3:6])=[O:2])[CH2:38][CH2:37][CH2:36][CH2:35][CH2:34]1. (3) The product is: [Cl:1][C:2]1[C:21]([O:22][CH2:23][C:24]2[CH:29]=[CH:28][CH:27]=[C:26]([C:30]3[CH:39]=[CH:38][C:33]4[O:34][CH2:35][CH2:36][O:37][C:32]=4[CH:31]=3)[C:25]=2[CH3:40])=[CH:20][C:5]([O:6][CH2:7][C:8]2[CH:13]=[N:12][CH:11]=[C:10]([NH:14][C:15]([O:16][CH2:17][CH3:18])=[O:19])[CH:9]=2)=[C:4]([CH:3]=1)[CH2:41][NH:43][C@@:44]([CH3:50])([CH2:48][OH:49])[C:45]([OH:47])=[O:46]. Given the reactants [Cl:1][C:2]1[C:21]([O:22][CH2:23][C:24]2[CH:29]=[CH:28][CH:27]=[C:26]([C:30]3[CH:39]=[CH:38][C:33]4[O:34][CH2:35][CH2:36][O:37][C:32]=4[CH:31]=3)[C:25]=2[CH3:40])=[CH:20][C:5]([O:6][CH2:7][C:8]2[CH:9]=[C:10]([NH:14][C:15](=[O:19])[O:16][CH2:17][CH3:18])[CH:11]=[N:12][CH:13]=2)=[C:4]([CH:41]=O)[CH:3]=1.[NH2:43][C@@:44]([CH3:50])([CH2:48][OH:49])[C:45]([OH:47])=[O:46].C(O)(=O)C.C(O[BH-](OC(=O)C)OC(=O)C)(=O)C.[Na+], predict the reaction product. (4) Given the reactants [CH2:1]([O:8][C:9]([N:11]1[CH2:16][CH2:15][CH:14]([CH2:17][NH2:18])[CH2:13][CH2:12]1)=[O:10])[C:2]1[CH:7]=[CH:6][CH:5]=[CH:4][CH:3]=1.[C:19]([O:23][C:24](O[C:24]([O:23][C:19]([CH3:22])([CH3:21])[CH3:20])=[O:25])=[O:25])([CH3:22])([CH3:21])[CH3:20], predict the reaction product. The product is: [CH2:1]([O:8][C:9]([N:11]1[CH2:16][CH2:15][CH:14]([CH2:17][NH:18][C:24]([O:23][C:19]([CH3:22])([CH3:21])[CH3:20])=[O:25])[CH2:13][CH2:12]1)=[O:10])[C:2]1[CH:7]=[CH:6][CH:5]=[CH:4][CH:3]=1. (5) Given the reactants [N:1]([CH2:4][CH2:5][CH2:6][C:7]1([C:26]2[CH:31]=[CH:30][CH:29]=[CH:28][CH:27]=2)[N:11]([C:12](=[O:17])[C:13]([CH3:16])([CH3:15])[CH3:14])[N:10]=[C:9]([C:18]2[CH:23]=[C:22]([F:24])[CH:21]=[CH:20][C:19]=2[F:25])[S:8]1)=[N+]=[N-].Cl.CO, predict the reaction product. The product is: [NH2:1][CH2:4][CH2:5][CH2:6][C:7]1([C:26]2[CH:31]=[CH:30][CH:29]=[CH:28][CH:27]=2)[N:11]([C:12](=[O:17])[C:13]([CH3:16])([CH3:14])[CH3:15])[N:10]=[C:9]([C:18]2[CH:23]=[C:22]([F:24])[CH:21]=[CH:20][C:19]=2[F:25])[S:8]1. (6) Given the reactants [CH3:1][O:2][C:3](=[O:24])[CH:4]([N:11]1[CH2:16][CH2:15][N:14]([C:17]2[CH:22]=[CH:21][C:20]([NH2:23])=[CH:19][CH:18]=2)[CH2:13][CH2:12]1)[C:5]1[CH:10]=[CH:9][CH:8]=[CH:7][CH:6]=1.[C:25](O)(=[O:32])[C:26]1[CH:31]=[CH:30][CH:29]=[N:28][CH:27]=1.CN(C(ON1N=NC2C=CC=NC1=2)=[N+](C)C)C.F[P-](F)(F)(F)(F)F.CCN(C(C)C)C(C)C, predict the reaction product. The product is: [CH3:1][O:2][C:3](=[O:24])[CH:4]([C:5]1[CH:6]=[CH:7][CH:8]=[CH:9][CH:10]=1)[N:11]1[CH2:12][CH2:13][N:14]([C:17]2[CH:18]=[CH:19][C:20]([NH:23][C:25]([C:26]3[CH:27]=[N:28][CH:29]=[CH:30][CH:31]=3)=[O:32])=[CH:21][CH:22]=2)[CH2:15][CH2:16]1. (7) Given the reactants [NH2:1][C:2]1[CH:7]=[C:6]([Cl:8])[CH:5]=[CH:4][C:3]=1[C:9](=[O:11])[CH3:10].C(=O)([O-])[O-].[K+].[K+].I[C:19]1[CH:24]=[CH:23][CH:22]=[CH:21][CH:20]=1, predict the reaction product. The product is: [Cl:8][C:6]1[CH:5]=[CH:4][C:3]([C:9](=[O:11])[CH3:10])=[C:2]([NH:1][C:19]2[CH:24]=[CH:23][CH:22]=[CH:21][CH:20]=2)[CH:7]=1. (8) Given the reactants [Sn](Cl)Cl.Cl.[Cl:5][C:6]1[CH:7]=[C:8]([CH:22]=[CH:23][CH:24]=1)[O:9][CH2:10][C:11]1[CH:18]=[CH:17][CH:16]=[C:15]([N+:19]([O-])=O)[C:12]=1[C:13]#[N:14].[OH-].[K+], predict the reaction product. The product is: [NH2:19][C:15]1[CH:16]=[CH:17][CH:18]=[C:11]([CH2:10][O:9][C:8]2[CH:22]=[CH:23][CH:24]=[C:6]([Cl:5])[CH:7]=2)[C:12]=1[C:13]#[N:14]. (9) Given the reactants [CH3:1][N:2](C)C=O.[CH3:6][O:7][C:8]([C:10]1[C:19]2[C:14](=[CH:15][CH:16]=[C:17](Br)[CH:18]=2)[N:13]=[C:12]([C:21]2[CH:26]=[CH:25][CH:24]=[CH:23][CH:22]=2)[CH:11]=1)=[O:9].[Cl-].[Na+], predict the reaction product. The product is: [CH3:6][O:7][C:8]([C:10]1[C:19]2[C:14](=[CH:15][CH:16]=[C:17]([C:1]#[N:2])[CH:18]=2)[N:13]=[C:12]([C:21]2[CH:26]=[CH:25][CH:24]=[CH:23][CH:22]=2)[CH:11]=1)=[O:9]. (10) Given the reactants [CH2:1](O)[CH3:2].[NH2:4][CH:5]([CH2:9][C:10]1[CH:15]=[CH:14][CH:13]=[CH:12][CH:11]=1)[C:6]([OH:8])=[O:7].S(=O)(=O)(O)O, predict the reaction product. The product is: [NH2:4][CH:5]([CH2:9][C:10]1[CH:15]=[CH:14][CH:13]=[CH:12][CH:11]=1)[C:6]([O:8][CH2:1][CH3:2])=[O:7].